Dataset: Forward reaction prediction with 1.9M reactions from USPTO patents (1976-2016). Task: Predict the product of the given reaction. (1) Given the reactants [O:1]([CH2:8][CH2:9][OH:10])[C:2]1[CH:7]=[CH:6][CH:5]=[CH:4][CH:3]=1.[C:11](O)(=[O:18])[C:12]1[CH:17]=[CH:16][CH:15]=[CH:14][CH:13]=1.[OH-].[K+], predict the reaction product. The product is: [C:11]([O:10][CH2:9][CH2:8][O:1][C:2]1[CH:7]=[CH:6][CH:5]=[CH:4][CH:3]=1)(=[O:18])[C:12]1[CH:17]=[CH:16][CH:15]=[CH:14][CH:13]=1. (2) Given the reactants Cl.[CH:2]1([N:5]2[CH2:10][C:9]3([CH2:15][CH2:14][NH:13][CH2:12][CH2:11]3)[O:8][CH2:7][C:6]2=[O:16])[CH2:4][CH2:3]1.C(N(CC)C(C)C)(C)C.[Br:26][C:27]1[CH:32]=[CH:31][C:30]([S:33](Cl)(=[O:35])=[O:34])=[CH:29][C:28]=1[F:37], predict the reaction product. The product is: [Br:26][C:27]1[CH:32]=[CH:31][C:30]([S:33]([N:13]2[CH2:12][CH2:11][C:9]3([O:8][CH2:7][C:6](=[O:16])[N:5]([CH:2]4[CH2:4][CH2:3]4)[CH2:10]3)[CH2:15][CH2:14]2)(=[O:35])=[O:34])=[CH:29][C:28]=1[F:37].